Dataset: HIV replication inhibition screening data with 41,000+ compounds from the AIDS Antiviral Screen. Task: Binary Classification. Given a drug SMILES string, predict its activity (active/inactive) in a high-throughput screening assay against a specified biological target. The molecule is O=C(O)CCSCCCCCCCCCCSCCC(=O)O. The result is 0 (inactive).